Dataset: Reaction yield outcomes from USPTO patents with 853,638 reactions. Task: Predict the reaction yield, written as a fraction of the theoretical maximum amount of product (1.0 means a 100% yield; for example, 0.34 means a 34% yield). (1) The reactants are [NH2:1][C@H:2]([C:5]1[N:14]([C:15]2[CH:20]=[CH:19][CH:18]=[C:17]([CH2:21][C:22]([F:25])([F:24])[F:23])[CH:16]=2)[C:13](=[O:26])[C:12]2[C:7](=[CH:8][CH:9]=[CH:10][C:11]=2[F:27])[N:6]=1)[CH2:3][CH3:4].Br[C:29]1[N:37]=[CH:36][N:35]=[C:34]2[C:30]=1[N:31]=[CH:32][NH:33]2.C(N(C(C)C)CC)(C)C. The catalyst is CC(O)(C)C. The product is [N:37]1[C:29]([NH:1][C@H:2]([C:5]2[N:14]([C:15]3[CH:20]=[CH:19][CH:18]=[C:17]([CH2:21][C:22]([F:25])([F:23])[F:24])[CH:16]=3)[C:13](=[O:26])[C:12]3[C:7](=[CH:8][CH:9]=[CH:10][C:11]=3[F:27])[N:6]=2)[CH2:3][CH3:4])=[C:30]2[C:34]([NH:33][CH:32]=[N:31]2)=[N:35][CH:36]=1. The yield is 0.380. (2) The reactants are [NH2:1][C:2]1[C:3]([Cl:19])=[C:4]([C:15]([F:18])=[CH:16][CH:17]=1)[C:5]([O:7][CH2:8][C:9]1[CH:14]=[CH:13][CH:12]=[CH:11][CH:10]=1)=[O:6].C(N([CH2:25][CH3:26])CC)C.[CH2:27]([S:30](Cl)(=[O:32])=[O:31])[CH2:28][CH3:29]. The catalyst is ClCCl. The product is [Cl:19][C:3]1[C:2]([N:1]([S:30]([CH2:27][CH2:25][CH3:26])(=[O:32])=[O:31])[S:30]([CH2:27][CH2:28][CH3:29])(=[O:32])=[O:31])=[CH:17][CH:16]=[C:15]([F:18])[C:4]=1[C:5]([O:7][CH2:8][C:9]1[CH:14]=[CH:13][CH:12]=[CH:11][CH:10]=1)=[O:6]. The yield is 0.711.